From a dataset of Experimentally validated miRNA-target interactions with 360,000+ pairs, plus equal number of negative samples. Binary Classification. Given a miRNA mature sequence and a target amino acid sequence, predict their likelihood of interaction. (1) The miRNA is mmu-miR-105 with sequence CCAAGUGCUCAGAUGCUUGUGGU. The protein sequence of the target gene is MSLTVVSMACVGFFLLQGAWPLMGGQDKPFLSARPSTVVPRGGHVALQCHYRRGFNNFMLYKEDRSHVPIFHGRIFQESFIMGPVTPAHAGTYRCRGSRPHSLTGWSAPSNPLVIMVTGNHRKPSLLAHPGPLLKSGETVILQCWSDVMFEHFFLHREGISEDPSRLVGQIHDGVSKANFSIGPLMPVLAGTYRCYGSVPHSPYQLSAPSDPLDIVITGLYEKPSLSAQPGPTVQAGENVTLSCSSWSSYDIYHLSREGEAHERRLRAVPKVNRTFQADFPLGPATHGGTYRCFGSFRAL.... Result: 0 (no interaction). (2) The miRNA is hsa-miR-548p with sequence UAGCAAAAACUGCAGUUACUUU. The protein sequence of the target gene is MMQESATETISNSSMNQNGMSTLSSQLDAGSRDGRSSGDTSSEVSTVELLHLQQQQALQAARQLLLQQQTSGLKSPKSSDKQRPLQVPVSVAMMTPQVITPQQMQQILQQQVLSPQQLQALLQQQQAVMLQQQQLQEFYKKQQEQLHLQLLQQQQQQQQQQQQQQQQQQQQQQQQQQQQQQQQQQQQQQQQHPGKQAKEQQQQQQQQQQLAAQQLVFQQQLLQMQQLQQQQHLLSLQRQGLISIPPGQAALPVQSLPQAGLSPAEIQQLWKEVTGVHSMEDNGIKHGGLDLTTNNSSSTT.... Result: 1 (interaction).